Dataset: Choline transporter screen with 302,306 compounds. Task: Binary Classification. Given a drug SMILES string, predict its activity (active/inactive) in a high-throughput screening assay against a specified biological target. The drug is O=C1N(CCC1)CCCNC(=O)c1ccc(OCC)cc1. The result is 0 (inactive).